The task is: Predict which catalyst facilitates the given reaction.. This data is from Catalyst prediction with 721,799 reactions and 888 catalyst types from USPTO. Reactant: [C:1]([C:5]1[CH:6]=[C:7]([C:15]2[N:19]([S:20]([N:23]3[CH2:28][CH2:27][CH2:26][CH2:25][CH2:24]3)(=[O:22])=[O:21])[C:18]([CH3:29])=[C:17]([C:30]([O:32]CC)=[O:31])[CH:16]=2)[CH:8]=[C:9]([C:11]([CH3:14])([CH3:13])[CH3:12])[CH:10]=1)([CH3:4])([CH3:3])[CH3:2].O[Li].O.[OH-].[Na+].Cl. Product: [C:11]([C:9]1[CH:8]=[C:7]([C:15]2[N:19]([S:20]([N:23]3[CH2:24][CH2:25][CH2:26][CH2:27][CH2:28]3)(=[O:22])=[O:21])[C:18]([CH3:29])=[C:17]([C:30]([OH:32])=[O:31])[CH:16]=2)[CH:6]=[C:5]([C:1]([CH3:4])([CH3:3])[CH3:2])[CH:10]=1)([CH3:12])([CH3:13])[CH3:14]. The catalyst class is: 38.